This data is from Catalyst prediction with 721,799 reactions and 888 catalyst types from USPTO. The task is: Predict which catalyst facilitates the given reaction. Reactant: [OH-].[Na+].C[O:4][C:5](=[O:41])[CH2:6][C:7]1[CH:8]=[N:9][CH:10]=[C:11]([C:13]2[CH:18]=[CH:17][C:16]([C:19]([CH2:38][CH3:39])([C:22]3[CH:27]=[CH:26][C:25]([C:28]#[C:29][C:30]4([OH:36])[CH2:35][CH2:34][S:33][CH2:32][CH2:31]4)=[C:24]([CH3:37])[CH:23]=3)[CH2:20][CH3:21])=[CH:15][C:14]=2[CH3:40])[CH:12]=1. Product: [CH2:20]([C:19]([C:16]1[CH:17]=[CH:18][C:13]([C:11]2[CH:12]=[C:7]([CH2:6][C:5]([OH:41])=[O:4])[CH:8]=[N:9][CH:10]=2)=[C:14]([CH3:40])[CH:15]=1)([C:22]1[CH:27]=[CH:26][C:25]([C:28]#[C:29][C:30]2([OH:36])[CH2:31][CH2:32][S:33][CH2:34][CH2:35]2)=[C:24]([CH3:37])[CH:23]=1)[CH2:38][CH3:39])[CH3:21]. The catalyst class is: 111.